From a dataset of Full USPTO retrosynthesis dataset with 1.9M reactions from patents (1976-2016). Predict the reactants needed to synthesize the given product. (1) Given the product [F:33][C:32]([F:34])([F:35])[O:31][C:29]1[CH:28]=[CH:27][C:26]2[O:19][C:17]([C:15]3[CH:14]=[CH:13][C:5]4[N:6]([CH:7]5[CH2:8][CH2:9][O:10][CH2:11][CH2:12]5)[C:2]([CH3:1])=[N:3][C:4]=4[CH:16]=3)=[N:24][C:25]=2[CH:30]=1, predict the reactants needed to synthesize it. The reactants are: [CH3:1][C:2]1[N:6]([CH:7]2[CH2:12][CH2:11][O:10][CH2:9][CH2:8]2)[C:5]2[CH:13]=[CH:14][C:15]([C:17]([OH:19])=O)=[CH:16][C:4]=2[N:3]=1.S(Cl)(Cl)=O.[NH2:24][C:25]1[CH:30]=[C:29]([O:31][C:32]([F:35])([F:34])[F:33])[CH:28]=[CH:27][C:26]=1O.C(N(CC)CC)C.CS(O)(=O)=O.C(=O)([O-])O.[Na+]. (2) Given the product [N:11]1([C:15]([C:17]2[C:18]3[CH2:34][O:33][C:32]4[CH:31]=[C:30]([O:35][CH3:36])[C:29]([CH2:37][CH:38]([CH3:40])[CH3:39])=[CH:28][C:27]=4[C:19]=3[N:20]([C:22]3[CH:26]=[CH:25][S:24][CH:23]=3)[N:21]=2)=[O:16])[CH2:12][CH2:13][CH2:14][NH:8][CH2:9][CH2:10]1, predict the reactants needed to synthesize it. The reactants are: C(OC([N:8]1[CH2:14][CH2:13][CH2:12][N:11]([C:15]([C:17]2[C:18]3[CH2:34][O:33][C:32]4[CH:31]=[C:30]([O:35][CH3:36])[C:29]([CH2:37][CH:38]([CH3:40])[CH3:39])=[CH:28][C:27]=4[C:19]=3[N:20]([C:22]3[CH:26]=[CH:25][S:24][CH:23]=3)[N:21]=2)=[O:16])[CH2:10][CH2:9]1)=O)(C)(C)C.CO.Cl. (3) Given the product [CH3:20][O:19][C:16]1[N:17]=[C:18]2[C:13](=[CH:14][CH:15]=1)[N:12]=[CH:11][CH:10]=[C:9]2[C:6]1[N:7]=[CH:8][C:3]([CH2:2][C:21]#[N:22])=[CH:4][CH:5]=1, predict the reactants needed to synthesize it. The reactants are: Br[CH2:2][C:3]1[CH:4]=[CH:5][C:6]([C:9]2[CH:10]=[CH:11][N:12]=[C:13]3[C:18]=2[N:17]=[C:16]([O:19][CH3:20])[CH:15]=[CH:14]3)=[N:7][CH:8]=1.[C-:21]#[N:22].[K+]. (4) Given the product [C:30]([C:27]1[CH:28]=[CH:29][C:24]([CH2:23][N:22]([CH2:21][C:17]2[CH:16]=[C:15]([CH:20]=[CH:19][CH:18]=2)[O:14][CH2:13][C:12]([OH:11])=[O:34])[S:51]([C:47]2[CH:46]=[N:45][CH:50]=[CH:49][CH:48]=2)(=[O:53])=[O:52])=[CH:25][CH:26]=1)([CH3:33])([CH3:31])[CH3:32], predict the reactants needed to synthesize it. The reactants are: C(O)(=O)CCC(O)=O.C([O:11][C:12](=[O:34])[CH2:13][O:14][C:15]1[CH:20]=[CH:19][CH:18]=[C:17]([CH2:21][NH:22][CH2:23][C:24]2[CH:29]=[CH:28][C:27]([C:30]([CH3:33])([CH3:32])[CH3:31])=[CH:26][CH:25]=2)[CH:16]=1)C.C(N(CC)C(C)C)(C)C.Cl.[N:45]1[CH:50]=[CH:49][CH:48]=[C:47]([S:51](Cl)(=[O:53])=[O:52])[CH:46]=1.[OH-].[Na+].Cl. (5) Given the product [C:1]([O:5][C:6]([N:8]1[CH:13]([C:14]2[NH:23][C:17]3[CH:18]=[C:19]([Br:22])[CH:20]=[CH:21][C:16]=3[N:15]=2)[CH:12]2[CH2:25][CH:9]1[CH2:10][CH2:11]2)=[O:7])([CH3:4])([CH3:3])[CH3:2], predict the reactants needed to synthesize it. The reactants are: [C:1]([O:5][C:6]([N:8]1[CH:13]([C:14](=O)[NH:15][C:16]2[CH:21]=[CH:20][C:19]([Br:22])=[CH:18][C:17]=2[NH2:23])[CH:12]2[CH2:25][CH:9]1[CH2:10][CH2:11]2)=[O:7])([CH3:4])([CH3:3])[CH3:2]. (6) Given the product [Cl:26][C:27]1[N:32]=[C:31]([C:33]2[CH:38]=[CH:37][CH:36]=[CH:35][CH:34]=2)[N:30]=[C:29]([C:39]([NH:12][C:11]2[CH:13]=[CH:14][CH:15]=[CH:16][C:10]=2[C:2]2[S:3][C:4]3[C:9]([N:1]=2)=[CH:8][CH:7]=[CH:6][N:5]=3)=[O:40])[CH:28]=1, predict the reactants needed to synthesize it. The reactants are: [N:1]1[C:9]2[C:4](=[N:5][CH:6]=[CH:7][CH:8]=2)[S:3][C:2]=1[C:10]1[CH:16]=[CH:15][CH:14]=[CH:13][C:11]=1[NH2:12].C(N(CC)C(C)C)(C)C.[Cl:26][C:27]1[N:32]=[C:31]([C:33]2[CH:38]=[CH:37][CH:36]=[CH:35][CH:34]=2)[N:30]=[C:29]([C:39](Cl)=[O:40])[CH:28]=1.